The task is: Predict the reactants needed to synthesize the given product.. This data is from Full USPTO retrosynthesis dataset with 1.9M reactions from patents (1976-2016). (1) Given the product [F:22][C:21]([F:24])([F:23])[C:18]1[CH:19]=[CH:20][C:15]([N:1]2[C:9]3[C:4](=[CH:5][C:6]([C:10]([O:12][CH3:13])=[O:11])=[CH:7][CH:8]=3)[CH:3]=[CH:2]2)=[CH:16][CH:17]=1, predict the reactants needed to synthesize it. The reactants are: [NH:1]1[C:9]2[C:4](=[CH:5][C:6]([C:10]([O:12][CH3:13])=[O:11])=[CH:7][CH:8]=2)[CH:3]=[CH:2]1.Br[C:15]1[CH:20]=[CH:19][C:18]([C:21]([F:24])([F:23])[F:22])=[CH:17][CH:16]=1.CN[C@@H]1CCCC[C@H]1NC.[O-]P([O-])([O-])=O.[K+].[K+].[K+]. (2) Given the product [OH:10][CH2:11][CH:12]1[CH:16]([O:17][C:18](=[O:25])[C:19]2[CH:20]=[CH:21][CH:22]=[CH:23][CH:24]=2)[CH:15]([O:26][CH3:27])[CH:14]([N:28]2[CH:36]=[N:35][C:34]3[C:33](=[O:37])[NH:32][C:31]([NH:38][C:39](=[O:43])[CH:40]([CH3:41])[CH3:42])=[N:30][C:29]2=3)[O:13]1, predict the reactants needed to synthesize it. The reactants are: COC1C=CC(C(C2C=CC(OC)=CC=2)[O:10][CH:11](C2C=CC=CC=2)[CH:12]2[CH:16]([O:17][C:18](=[O:25])[C:19]3[CH:24]=[CH:23][CH:22]=[CH:21][CH:20]=3)[CH:15]([O:26][CH3:27])[CH:14]([N:28]3[CH:36]=[N:35][C:34]4[C:33](=[O:37])[NH:32][C:31]([NH:38][C:39](=[O:43])[CH:40]([CH3:42])[CH3:41])=[N:30][C:29]3=4)[O:13]2)=CC=1.C(O)=O.C(O)CCC. (3) Given the product [Cl:28][C:23]1[CH:24]=[CH:25][CH:26]=[CH:27][C:22]=1[CH2:21][O:18][C:10]1[C:9]([F:19])=[C:8]([C:5]2[N:6]=[CH:7][C:2]([NH2:1])=[N:3][CH:4]=2)[CH:13]=[CH:12][C:11]=1[CH:14]1[CH2:15][CH2:16][CH2:17]1, predict the reactants needed to synthesize it. The reactants are: [NH2:1][C:2]1[N:3]=[CH:4][C:5]([C:8]2[C:9]([F:19])=[C:10]([OH:18])[C:11]([CH:14]3[CH2:17][CH2:16][CH2:15]3)=[CH:12][CH:13]=2)=[N:6][CH:7]=1.Br[CH2:21][C:22]1[CH:27]=[CH:26][CH:25]=[CH:24][C:23]=1[Cl:28]. (4) The reactants are: [CH:1]1([NH:7][CH2:8][CH2:9][OH:10])[CH2:6][CH2:5][CH2:4][CH2:3][CH2:2]1.[C:11](O[C:11]([O:13][C:14]([CH3:17])([CH3:16])[CH3:15])=[O:12])([O:13][C:14]([CH3:17])([CH3:16])[CH3:15])=[O:12]. Given the product [CH:1]1([N:7]([CH2:8][CH2:9][OH:10])[C:11](=[O:12])[O:13][C:14]([CH3:17])([CH3:16])[CH3:15])[CH2:6][CH2:5][CH2:4][CH2:3][CH2:2]1, predict the reactants needed to synthesize it. (5) Given the product [C:1]([NH:4][C@@H:5]1[C@@H:10]([N:11]=[N+:12]=[N-:13])[CH2:9][C:8]([P:14]([O:15][CH2:16][CH3:17])(=[O:18])[O:19][CH2:20][CH3:21])=[CH:7][C@H:6]1[O:22][CH:27]([CH2:30][CH3:31])[CH2:28][CH3:29])(=[O:3])[CH3:2], predict the reactants needed to synthesize it. The reactants are: [C:1]([NH:4][C@@H:5]1[C@@H:10]([N:11]=[N+:12]=[N-:13])[CH2:9][C:8]([P:14]([O:19][CH2:20][CH3:21])(=[O:18])[O:15][CH2:16][CH3:17])=[CH:7][C@H:6]1[OH:22])(=[O:3])[CH3:2].ClC(Cl)(Cl)C(=N)O[CH:27]([CH2:30][CH3:31])[CH2:28][CH3:29].C(S(O)(=O)=O)(F)(F)F. (6) The reactants are: [CH2:1]([C:5]1=[CH:6][N:7]([C:24]([CH3:27])([CH3:26])[CH3:25])[S:8]/[C:9]/1=[N:10]\[C:11]([C@:13]1([CH3:23])[CH2:17][CH2:16][C@H:15]([C:18]([OH:20])=O)[C:14]1([CH3:22])[CH3:21])=[O:12])[CH2:2][CH2:3][CH3:4].Cl.[CH:29]1([NH2:33])[CH2:32][CH2:31][CH2:30]1. Given the product [CH2:1]([C:5]1=[CH:6][N:7]([C:24]([CH3:26])([CH3:25])[CH3:27])[S:8]/[C:9]/1=[N:10]\[C:11]([C@:13]1([CH3:23])[CH2:17][CH2:16][C@H:15]([C:18]([NH:33][CH:29]2[CH2:32][CH2:31][CH2:30]2)=[O:20])[C:14]1([CH3:21])[CH3:22])=[O:12])[CH2:2][CH2:3][CH3:4], predict the reactants needed to synthesize it. (7) Given the product [Cl:45][C:12]1[C:11]2[C:14]([C:25]([NH:27][CH3:28])=[O:26])=[N:15][N:16]([CH2:17][O:18][CH2:19][CH2:20][Si:21]([CH3:22])([CH3:23])[CH3:24])[C:10]=2[CH:9]=[C:8]([C:6]2[CH:7]=[C:2]([F:1])[C:3]([O:34][CH2:35][O:36][CH2:37][CH2:38][Si:39]([CH3:40])([CH3:41])[CH3:42])=[CH:4][C:5]=2[CH2:29][C:30]([F:32])([F:31])[F:33])[N:13]=1, predict the reactants needed to synthesize it. The reactants are: [F:1][C:2]1[C:3]([O:34][CH2:35][O:36][CH2:37][CH2:38][Si:39]([CH3:42])([CH3:41])[CH3:40])=[CH:4][C:5]([CH2:29][C:30]([F:33])([F:32])[F:31])=[C:6]([C:8]2[N:13]=[CH:12][C:11]3[C:14]([C:25]([NH:27][CH3:28])=[O:26])=[N:15][N:16]([CH2:17][O:18][CH2:19][CH2:20][Si:21]([CH3:24])([CH3:23])[CH3:22])[C:10]=3[CH:9]=2)[CH:7]=1.O=P(Cl)(Cl)[Cl:45].O. (8) Given the product [Cl:13][C:3]1[CH:4]=[C:5]([CH2:8][CH2:9][NH2:10])[CH:6]=[CH:7][C:2]=1[Cl:1], predict the reactants needed to synthesize it. The reactants are: [Cl:1][C:2]1[CH:7]=[CH:6][C:5](/[CH:8]=[CH:9]/[N+:10]([O-])=O)=[CH:4][C:3]=1[Cl:13].[Li+].[BH4-].Cl[Si](C)(C)C.